This data is from CYP2D6 inhibition data for predicting drug metabolism from PubChem BioAssay. The task is: Regression/Classification. Given a drug SMILES string, predict its absorption, distribution, metabolism, or excretion properties. Task type varies by dataset: regression for continuous measurements (e.g., permeability, clearance, half-life) or binary classification for categorical outcomes (e.g., BBB penetration, CYP inhibition). Dataset: cyp2d6_veith. (1) The compound is COC(=O)[C@@]1(Cc2ccc(OC)cc2)[C@H]2c3cc(C(=O)N(C)C)n(Cc4ccc(C(F)(F)F)nc4)c3C[C@H]2CN1C(=O)c1ccccc1. The result is 0 (non-inhibitor). (2) The drug is Cn1c(-c2ccc(CN3CCCCC3)o2)nc2ccccc21. The result is 0 (non-inhibitor). (3) The compound is CN(Cc1n[nH]c(=S)n1C)S(=O)(=O)c1ccccc1. The result is 0 (non-inhibitor). (4) The molecule is CN(C)Cc1ccccc1-c1cncnc1Nc1ccncc1. The result is 1 (inhibitor). (5) The result is 0 (non-inhibitor). The molecule is CC(C)C(NC(=O)C1CCCCC1)C(=O)NC1CCN(Cc2ccccc2)CC1. (6) The molecule is CC1=CC=CN2CC(O)CN=C12.Cl. The result is 0 (non-inhibitor). (7) The drug is C1CCN2C[C@@H]3C[C@@H](CN4CCCC[C@H]34)[C@H]2C1. The result is 0 (non-inhibitor). (8) The drug is N#CCCn1c(=O)c(-c2ccc(F)cc2)nc2cnc(N3CCNCC3)nc21. The result is 0 (non-inhibitor). (9) The molecule is Cc1ccc(/C=C/C(=O)NC(=S)Nc2ccccc2C(=O)NC2CCCCC2)cc1. The result is 0 (non-inhibitor).